From a dataset of Full USPTO retrosynthesis dataset with 1.9M reactions from patents (1976-2016). Predict the reactants needed to synthesize the given product. (1) The reactants are: Cl.Cl.[CH2:3]([O:5][C:6](=[O:12])[CH2:7][NH:8][CH2:9][CH2:10][NH2:11])[CH3:4].[Cl:13][C:14]1[CH:19]=[CH:18][C:17]([Cl:20])=[CH:16][C:15]=1[C:21]1[S:25][C:24]([S:26](Cl)(=[O:28])=[O:27])=[N:23][N:22]=1. Given the product [CH2:3]([O:5][C:6](=[O:12])[CH2:7][NH:8][CH2:9][CH2:10][NH:11][S:26]([C:24]1[S:25][C:21]([C:15]2[CH:16]=[C:17]([Cl:20])[CH:18]=[CH:19][C:14]=2[Cl:13])=[N:22][N:23]=1)(=[O:28])=[O:27])[CH3:4], predict the reactants needed to synthesize it. (2) Given the product [CH3:1][O:2][C:3](=[O:22])[CH2:4][C@H:5]([OH:21])[C@H:6]([NH:10][C:11]([O:13][CH2:14][C:15]1[CH:16]=[CH:17][CH:18]=[CH:19][CH:20]=1)=[O:12])[CH:7]([CH3:9])[CH3:8], predict the reactants needed to synthesize it. The reactants are: [CH3:1][O:2][C:3](=[O:22])[CH2:4][C:5](=[O:21])[C@H:6]([NH:10][C:11]([O:13][CH2:14][C:15]1[CH:20]=[CH:19][CH:18]=[CH:17][CH:16]=1)=[O:12])[CH:7]([CH3:9])[CH3:8].[BH4-].[K+]. (3) Given the product [NH2:8][C:9]1[CH:14]=[CH:13][CH:12]=[CH:11][C:10]=1[NH:15][C:16](=[O:36])[C:17]1[CH:22]=[CH:21][C:20]([N:23]2[CH2:28][CH2:27][N:26]([CH2:29][C:30]3[CH:35]=[CH:34][CH:33]=[CH:32][CH:31]=3)[CH2:25][CH2:24]2)=[N:19][CH:18]=1, predict the reactants needed to synthesize it. The reactants are: C(OC([NH:8][C:9]1[CH:14]=[CH:13][CH:12]=[CH:11][C:10]=1[NH:15][C:16](=[O:36])[C:17]1[CH:22]=[CH:21][C:20]([N:23]2[CH2:28][CH2:27][N:26]([CH2:29][C:30]3[CH:35]=[CH:34][CH:33]=[CH:32][CH:31]=3)[CH2:25][CH2:24]2)=[N:19][CH:18]=1)=O)(C)(C)C.Cl. (4) Given the product [Br:11][CH:3]([C:2](=[O:1])[CH3:10])[CH2:4][C:5]([O:7][CH2:8][CH3:9])=[O:6], predict the reactants needed to synthesize it. The reactants are: [O:1]=[C:2]([CH3:10])[CH2:3][CH2:4][C:5]([O:7][CH2:8][CH3:9])=[O:6].[Br:11]Br.S([O-])([O-])(=O)=S.[Na+].[Na+].